From a dataset of Catalyst prediction with 721,799 reactions and 888 catalyst types from USPTO. Predict which catalyst facilitates the given reaction. (1) Reactant: Br[C:2]1[CH:7]=[CH:6][N:5]2[C:8]([C:11]([NH:13][C:14]3[CH:19]=[C:18]([C:20](=[O:36])[NH:21][CH2:22][C:23]4[CH:28]=[CH:27][CH:26]=[CH:25][C:24]=4[N:29]4[CH2:34][CH2:33][N:32]([CH3:35])[CH2:31][CH2:30]4)[CH:17]=[CH:16][C:15]=3[F:37])=[O:12])=[CH:9][N:10]=[C:4]2[CH:3]=1.[CH3:38][N:39]1[C:43](B2OC(C)(C)C(C)(C)O2)=[CH:42][CH:41]=[N:40]1.C(=O)([O-])[O-].[Cs+].[Cs+].C(Cl)Cl. Product: [F:37][C:15]1[CH:16]=[CH:17][C:18]([C:20](=[O:36])[NH:21][CH2:22][C:23]2[CH:28]=[CH:27][CH:26]=[CH:25][C:24]=2[N:29]2[CH2:34][CH2:33][N:32]([CH3:35])[CH2:31][CH2:30]2)=[CH:19][C:14]=1[NH:13][C:11]([C:8]1[N:5]2[CH:6]=[CH:7][C:2]([C:43]3[N:39]([CH3:38])[N:40]=[CH:41][CH:42]=3)=[CH:3][C:4]2=[N:10][CH:9]=1)=[O:12]. The catalyst class is: 151. (2) Reactant: CS(O[CH:6]([C:11]1[CH:20]=[N:19][C:18]2[N:17]([CH2:21][C:22]3[CH:27]=[CH:26][C:25]([O:28][CH3:29])=[CH:24][CH:23]=3)[C:16](=[O:30])[N:15]3[N:31]=[CH:32][N:33]=[C:14]3[C:13]=2[CH:12]=1)[C:7]([F:10])([F:9])[F:8])(=O)=O.CS(Cl)(=O)=[O:36].COC1C=CC(CN2[C:51]3[N:52]=[CH:53][C:54](C(O)C(F)(F)F)=C[C:50]=3C3=NC=NN3C2=O)=CC=1. Product: [CH3:29][O:28][C:25]1[CH:24]=[CH:23][C:22]([CH2:21][N:17]2[C:18]3[N:19]=[CH:20][C:11]([CH:6]([N:52]4[CH2:51][CH2:50][O:36][CH2:54][CH2:53]4)[C:7]([F:9])([F:10])[F:8])=[CH:12][C:13]=3[C:14]3=[N:33][CH:32]=[N:31][N:15]3[C:16]2=[O:30])=[CH:27][CH:26]=1. The catalyst class is: 2.